Dataset: Catalyst prediction with 721,799 reactions and 888 catalyst types from USPTO. Task: Predict which catalyst facilitates the given reaction. (1) Reactant: [NH4+].[N:2]#[C:3][S-:4].[CH2:5]([O:7][C:8](=[O:14])[CH2:9][CH2:10][C:11](Cl)=[O:12])[CH3:6].[F:15][C:16]1[CH:17]=[C:18]([CH:20]=[CH:21][C:22]=1[F:23])[NH2:19]. Product: [CH2:5]([O:7][C:8](=[O:14])[CH2:9][CH2:10][C:11]([NH:2][C:3]([NH:19][C:18]1[CH:20]=[CH:21][C:22]([F:23])=[C:16]([F:15])[CH:17]=1)=[S:4])=[O:12])[CH3:6]. The catalyst class is: 23. (2) Reactant: [OH:1][C:2]1[CH:8]=[CH:7][CH:6]=[C:5]([N+:9]([O-:11])=[O:10])[C:3]=1[NH2:4].[H-].[Na+].[CH3:14]I. Product: [CH3:14][O:1][C:2]1[CH:8]=[CH:7][CH:6]=[C:5]([N+:9]([O-:11])=[O:10])[C:3]=1[NH2:4]. The catalyst class is: 3. (3) Reactant: [CH2:1]([O:4][C:5]([NH:7][C@H:8]([CH2:15][O:16][Si:17]([C:20]([CH3:23])([CH3:22])[CH3:21])([CH3:19])[CH3:18])[CH2:9][C:10]([O:12]CC)=O)=[O:6])[CH:2]=[CH2:3].[C:24]([O:28][CH2:29][CH3:30])(=[O:27])[CH:25]=[CH2:26].[H-].[Na+].Cl.C(O)(=O)C.C([BH3-])#N.[Na+]. Product: [Si:17]([O:16][CH2:15][C@H:8]1[N:7]([C:5]([O:4][CH2:1][CH:2]=[CH2:3])=[O:6])[CH2:26][CH:25]([C:24]([O:28][CH2:29][CH3:30])=[O:27])[CH:10]([OH:12])[CH2:9]1)([C:20]([CH3:21])([CH3:22])[CH3:23])([CH3:18])[CH3:19]. The catalyst class is: 11. (4) Reactant: [NH2:1][C:2]1([C:6]2[CH:11]=[CH:10][C:9]([C:12]3[N:13]=[C:14]4[C:19]([Cl:20])=[CH:18][C:17]([C:21]([NH2:23])=O)=[CH:16][N:15]4[C:24]=3[C:25]3[CH:30]=[CH:29][CH:28]=[CH:27][CH:26]=3)=[CH:8][CH:7]=2)[CH2:5][CH2:4][CH2:3]1.CCCP(O)(O)=O.O. Product: [NH2:1][C:2]1([C:6]2[CH:7]=[CH:8][C:9]([C:12]3[N:13]=[C:14]4[C:19]([Cl:20])=[CH:18][C:17]([C:21]#[N:23])=[CH:16][N:15]4[C:24]=3[C:25]3[CH:30]=[CH:29][CH:28]=[CH:27][CH:26]=3)=[CH:10][CH:11]=2)[CH2:3][CH2:4][CH2:5]1. The catalyst class is: 13. (5) Reactant: [Cl:1][C:2]1[CH:7]=[CH:6][C:5]([CH:8]([CH3:12])[C:9]([OH:11])=[O:10])=[CH:4][CH:3]=1.C([Li])CCC.Br[CH2:19][CH2:20][CH2:21][Cl:22]. Product: [Cl:22][CH2:21][CH2:20][CH2:19][C:8]([C:5]1[CH:6]=[CH:7][C:2]([Cl:1])=[CH:3][CH:4]=1)([CH3:12])[C:9]([OH:11])=[O:10]. The catalyst class is: 1.